From a dataset of NCI-60 drug combinations with 297,098 pairs across 59 cell lines. Regression. Given two drug SMILES strings and cell line genomic features, predict the synergy score measuring deviation from expected non-interaction effect. (1) Cell line: HL-60(TB). Synergy scores: CSS=3.93, Synergy_ZIP=13.6, Synergy_Bliss=14.0, Synergy_Loewe=2.54, Synergy_HSA=2.66. Drug 1: CCCS(=O)(=O)NC1=C(C(=C(C=C1)F)C(=O)C2=CNC3=C2C=C(C=N3)C4=CC=C(C=C4)Cl)F. Drug 2: C1=CC(=CC=C1C#N)C(C2=CC=C(C=C2)C#N)N3C=NC=N3. (2) Drug 1: C1CCC(C1)C(CC#N)N2C=C(C=N2)C3=C4C=CNC4=NC=N3. Drug 2: C1CN(CCN1C(=O)CCBr)C(=O)CCBr. Cell line: HS 578T. Synergy scores: CSS=-13.1, Synergy_ZIP=-2.57, Synergy_Bliss=-8.85, Synergy_Loewe=-18.8, Synergy_HSA=-14.4.